From a dataset of Catalyst prediction with 721,799 reactions and 888 catalyst types from USPTO. Predict which catalyst facilitates the given reaction. (1) Reactant: [CH3:1][O:2][C:3]1[CH:4]=[C:5]2[C:10](=[CH:11][C:12]=1[O:13][CH2:14][C@H:15]1[CH2:17][O:16]1)[N:9]=[CH:8][N:7]=[C:6]2[O:18][C:19]1[CH:20]=[C:21]2[C:25](=[CH:26][CH:27]=1)[NH:24][C:23]([CH3:28])=[CH:22]2.[NH:29]1[CH2:33][CH2:32][CH2:31][CH2:30]1. Product: [OH:16][C@H:15]([CH2:17][N:29]1[CH2:33][CH2:32][CH2:31][CH2:30]1)[CH2:14][O:13][C:12]1[CH:11]=[C:10]2[C:5]([C:6]([O:18][C:19]3[CH:20]=[C:21]4[C:25](=[CH:26][CH:27]=3)[NH:24][C:23]([CH3:28])=[CH:22]4)=[N:7][CH:8]=[N:9]2)=[CH:4][C:3]=1[O:2][CH3:1]. The catalyst class is: 1. (2) Reactant: [S:1]1[C:5]2[CH:6]=[CH:7][C:8]([CH:10]=[O:11])=[CH:9][C:4]=2[CH:3]=[CH:2]1.[CH2:12](O)[CH2:13][OH:14].O.C1(C)C=CC(S(O)(=O)=O)=CC=1.[OH-].[Na+]. Product: [S:1]1[C:5]2[CH:6]=[CH:7][C:8]([CH:10]3[O:14][CH2:13][CH2:12][O:11]3)=[CH:9][C:4]=2[CH:3]=[CH:2]1. The catalyst class is: 11. (3) Reactant: [C:1](O)(=O)[CH3:2].[OH:5][N:6]1[C:11]([CH3:13])([CH3:12])[CH2:10][CH:9]([O:14][C:15](=[O:22])[C:16]2[CH:21]=[CH:20][CH:19]=[CH:18][CH:17]=2)[CH2:8][C:7]1([CH3:24])[CH3:23].CO.OO.O. Product: [CH:2]1([O:5][N:6]2[C:11]([CH3:13])([CH3:12])[CH2:10][CH:9]([O:14][C:15](=[O:22])[C:16]3[CH:21]=[CH:20][CH:19]=[CH:18][CH:17]=3)[CH2:8][C:7]2([CH3:24])[CH3:23])[CH2:1][CH2:9][CH2:8][CH2:7][CH2:23]1. The catalyst class is: 244. (4) Reactant: OC1C=CC=C2C=1N=CC=C2.[NH2:12][C:13]1[CH:18]=[CH:17][CH:16]=[CH:15][C:14]=1[SH:19].[OH:20][C:21]1[CH:22]=[CH:23][CH:24]=[C:25]2[C:30]=1[N:29]=[C:28]([C:31](O)=O)[CH:27]=[CH:26]2.O=O. Product: [S:19]1[C:14]2[CH:15]=[CH:16][CH:17]=[CH:18][C:13]=2[N:12]=[C:31]1[C:28]1[CH:27]=[CH:26][C:25]2[C:30](=[C:21]([OH:20])[CH:22]=[CH:23][CH:24]=2)[N:29]=1. The catalyst class is: 11. (5) Reactant: [C:1]([C:3]1[CH:8]=[CH:7][CH:6]=[CH:5][C:4]=1[C:9]1[CH:30]=[CH:29][C:12]([C:13]([NH:15][CH2:16][C@H:17]2[CH2:21][CH2:20][CH2:19][N:18]2C(OC(C)(C)C)=O)=[O:14])=[C:11]([NH:31][CH2:32][CH2:33][C:34]2[CH:39]=[CH:38][CH:37]=[C:36]([F:40])[CH:35]=2)[N:10]=1)#[N:2].[ClH:41]. The catalyst class is: 5. Product: [ClH:41].[C:1]([C:3]1[CH:8]=[CH:7][CH:6]=[CH:5][C:4]=1[C:9]1[CH:30]=[CH:29][C:12]([C:13]([NH:15][CH2:16][CH:17]2[CH2:21][CH2:20][CH2:19][NH:18]2)=[O:14])=[C:11]([NH:31][CH2:32][CH2:33][C:34]2[CH:39]=[CH:38][CH:37]=[C:36]([F:40])[CH:35]=2)[N:10]=1)#[N:2]. (6) Reactant: [CH:1]1[C:13]2[C:12]3[CH2:11][CH2:10][N:9]([C:14]([O:16][C:17]([CH3:20])([CH3:19])[CH3:18])=[O:15])[CH2:8][C:7]=3[CH:6]=[N:5][C:4]=2[NH:3][N:2]=1.[Br:21]N1C(=O)CCC1=O. Product: [Br:21][C:1]1[C:13]2[C:12]3[CH2:11][CH2:10][N:9]([C:14]([O:16][C:17]([CH3:20])([CH3:19])[CH3:18])=[O:15])[CH2:8][C:7]=3[CH:6]=[N:5][C:4]=2[NH:3][N:2]=1. The catalyst class is: 4. (7) Reactant: [Cl:1][CH2:2][C:3](N(OC)C)=[O:4].[CH2:9]([Mg]Br)[CH2:10][CH2:11][CH2:12][CH2:13][CH3:14]. Product: [Cl:1][CH2:2][C:3](=[O:4])[CH2:9][CH2:10][CH2:11][CH2:12][CH2:13][CH3:14]. The catalyst class is: 1.